Regression. Given two drug SMILES strings and cell line genomic features, predict the synergy score measuring deviation from expected non-interaction effect. From a dataset of NCI-60 drug combinations with 297,098 pairs across 59 cell lines. (1) Synergy scores: CSS=26.0, Synergy_ZIP=-6.76, Synergy_Bliss=1.21, Synergy_Loewe=-3.08, Synergy_HSA=-0.202. Drug 1: COC1=C(C=C2C(=C1)N=CN=C2NC3=CC(=C(C=C3)F)Cl)OCCCN4CCOCC4. Cell line: MDA-MB-435. Drug 2: CC(C1=C(C=CC(=C1Cl)F)Cl)OC2=C(N=CC(=C2)C3=CN(N=C3)C4CCNCC4)N. (2) Drug 2: CCCCCOC(=O)NC1=NC(=O)N(C=C1F)C2C(C(C(O2)C)O)O. Cell line: M14. Drug 1: CCC1(CC2CC(C3=C(CCN(C2)C1)C4=CC=CC=C4N3)(C5=C(C=C6C(=C5)C78CCN9C7C(C=CC9)(C(C(C8N6C=O)(C(=O)OC)O)OC(=O)C)CC)OC)C(=O)OC)O.OS(=O)(=O)O. Synergy scores: CSS=0.0675, Synergy_ZIP=1.19, Synergy_Bliss=0.808, Synergy_Loewe=-2.20, Synergy_HSA=-2.19. (3) Drug 1: CC(C)NC(=O)C1=CC=C(C=C1)CNNC.Cl. Drug 2: N.N.Cl[Pt+2]Cl. Cell line: HCT116. Synergy scores: CSS=32.6, Synergy_ZIP=0.477, Synergy_Bliss=3.70, Synergy_Loewe=-13.7, Synergy_HSA=4.82. (4) Drug 1: CC1=C2C(C(=O)C3(C(CC4C(C3C(C(C2(C)C)(CC1OC(=O)C(C(C5=CC=CC=C5)NC(=O)C6=CC=CC=C6)O)O)OC(=O)C7=CC=CC=C7)(CO4)OC(=O)C)O)C)OC(=O)C. Drug 2: CCCCC(=O)OCC(=O)C1(CC(C2=C(C1)C(=C3C(=C2O)C(=O)C4=C(C3=O)C=CC=C4OC)O)OC5CC(C(C(O5)C)O)NC(=O)C(F)(F)F)O. Cell line: OVCAR-8. Synergy scores: CSS=16.2, Synergy_ZIP=-2.14, Synergy_Bliss=-5.49, Synergy_Loewe=-6.63, Synergy_HSA=-5.74. (5) Synergy scores: CSS=14.2, Synergy_ZIP=-4.07, Synergy_Bliss=1.02, Synergy_Loewe=-1.72, Synergy_HSA=-1.58. Cell line: TK-10. Drug 1: C1=NC2=C(N=C(N=C2N1C3C(C(C(O3)CO)O)O)F)N. Drug 2: CCN(CC)CCNC(=O)C1=C(NC(=C1C)C=C2C3=C(C=CC(=C3)F)NC2=O)C. (6) Drug 1: C1=CC(=CC=C1CCC2=CNC3=C2C(=O)NC(=N3)N)C(=O)NC(CCC(=O)O)C(=O)O. Drug 2: C1=NC2=C(N=C(N=C2N1C3C(C(C(O3)CO)O)F)Cl)N. Cell line: NCIH23. Synergy scores: CSS=29.1, Synergy_ZIP=-5.37, Synergy_Bliss=-5.92, Synergy_Loewe=-25.8, Synergy_HSA=-6.49. (7) Drug 1: CC1=C(C=C(C=C1)NC2=NC=CC(=N2)N(C)C3=CC4=NN(C(=C4C=C3)C)C)S(=O)(=O)N.Cl. Drug 2: C1CN(CCN1C(=O)CCBr)C(=O)CCBr. Cell line: RPMI-8226. Synergy scores: CSS=2.37, Synergy_ZIP=-2.37, Synergy_Bliss=4.87, Synergy_Loewe=-19.8, Synergy_HSA=-4.22. (8) Drug 1: CC1C(C(=O)NC(C(=O)N2CCCC2C(=O)N(CC(=O)N(C(C(=O)O1)C(C)C)C)C)C(C)C)NC(=O)C3=C4C(=C(C=C3)C)OC5=C(C(=O)C(=C(C5=N4)C(=O)NC6C(OC(=O)C(N(C(=O)CN(C(=O)C7CCCN7C(=O)C(NC6=O)C(C)C)C)C)C(C)C)C)N)C. Drug 2: C1C(C(OC1N2C=NC3=C(N=C(N=C32)Cl)N)CO)O. Cell line: BT-549. Synergy scores: CSS=32.9, Synergy_ZIP=-3.67, Synergy_Bliss=-4.66, Synergy_Loewe=-4.81, Synergy_HSA=-0.332. (9) Drug 1: C1=NC2=C(N1)C(=S)N=CN2. Drug 2: CCCCCOC(=O)NC1=NC(=O)N(C=C1F)C2C(C(C(O2)C)O)O. Cell line: UACC-257. Synergy scores: CSS=3.75, Synergy_ZIP=-1.36, Synergy_Bliss=-0.494, Synergy_Loewe=1.12, Synergy_HSA=0.476.